From a dataset of Full USPTO retrosynthesis dataset with 1.9M reactions from patents (1976-2016). Predict the reactants needed to synthesize the given product. (1) Given the product [Cl:40][C:36]1[CH:35]=[C:34]([CH:32]([OH:33])[CH2:31][NH:30][C:2]2[CH:7]=[CH:6][NH:5][C:4](=[O:8])[C:3]=2[C:10]2[N:11]([OH:21])[C:12]([C:15]3[CH:20]=[CH:19][CH:18]=[CH:17][CH:16]=3)=[CH:13][N:14]=2)[CH:39]=[CH:38][CH:37]=1, predict the reactants needed to synthesize it. The reactants are: I[C:2]1[CH:7]=[CH:6][N:5]=[C:4]([O:8]C)[C:3]=1[C:10]1[N:11]([OH:21])[C:12]([C:15]2[CH:20]=[CH:19][CH:18]=[CH:17][CH:16]=2)=[CH:13][N:14]=1.C(N(CC)CC)C.Cl.[NH2:30][CH2:31][C@H:32]([C:34]1[CH:39]=[CH:38][CH:37]=[C:36]([Cl:40])[CH:35]=1)[OH:33]. (2) Given the product [CH:1]1([NH2:6])[CH2:5][CH2:4][CH2:3][CH2:2]1.[CH:1]1([NH:6][C:7]2[N:12]=[C:11]([C:13]3[C:14]([C:22]4[CH:27]=[CH:26][N:25]=[C:24]([F:32])[CH:23]=4)=[N:15][N:16]4[CH:21]=[CH:20][CH:19]=[CH:18][C:17]=34)[CH:10]=[CH:9][N:8]=2)[CH2:5][CH2:4][CH2:3][CH2:2]1, predict the reactants needed to synthesize it. The reactants are: [CH:1]1([NH:6][C:7]2[N:12]=[C:11]([C:13]3[C:14]([C:22]4[CH:27]=[CH:26][N:25]=[C:24](NC(C)C)[CH:23]=4)=[N:15][N:16]4[CH:21]=[CH:20][CH:19]=[CH:18][C:17]=34)[CH:10]=[CH:9][N:8]=2)[CH2:5][CH2:4][CH2:3][CH2:2]1.[F:32]C1C=C(C2C(C3C=CN=C(S(C)=O)N=3)=C3C=CC=CN3N=2)C=CN=1. (3) Given the product [C:33]([O:37][C:38]([N:40]1[CH2:44][C@H:43]([O:45][C:46]2[C:55]3[C:50](=[CH:51][C:52]([O:56][CH3:57])=[CH:53][CH:54]=3)[N:49]=[C:48]([C:58]3[CH:59]=[CH:60][CH:61]=[CH:62][CH:63]=3)[CH:47]=2)[CH2:42][C@H:41]1[C:64](=[O:65])[NH:28][C@:23]1([C:21]([NH:20][S:19]([C:14]2[CH:15]=[CH:16][CH:17]=[CH:18][C:13]=2[NH:12][C:11](=[O:31])[CH2:10][CH2:9][CH2:8][CH2:7][CH2:6][CH2:5][CH2:4][C:3]([O:2][CH3:1])=[O:32])(=[O:30])=[O:29])=[O:22])[CH2:25][C@H:24]1[CH:26]=[CH2:27])=[O:39])([CH3:35])([CH3:36])[CH3:34], predict the reactants needed to synthesize it. The reactants are: [CH3:1][O:2][C:3](=[O:32])[CH2:4][CH2:5][CH2:6][CH2:7][CH2:8][CH2:9][CH2:10][C:11](=[O:31])[NH:12][C:13]1[CH:18]=[CH:17][CH:16]=[CH:15][C:14]=1[S:19](=[O:30])(=[O:29])[NH:20][C:21]([C@@:23]1([NH2:28])[CH2:25][C@H:24]1[CH:26]=[CH2:27])=[O:22].[C:33]([O:37][C:38]([N:40]1[CH2:44][C@H:43]([O:45][C:46]2[C:55]3[C:50](=[CH:51][C:52]([O:56][CH3:57])=[CH:53][CH:54]=3)[N:49]=[C:48]([C:58]3[CH:63]=[CH:62][CH:61]=[CH:60][CH:59]=3)[CH:47]=2)[CH2:42][C@H:41]1[C:64](O)=[O:65])=[O:39])([CH3:36])([CH3:35])[CH3:34].CN(C(ON1N=NC2C=CC=CC1=2)=[N+](C)C)C.F[P-](F)(F)(F)(F)F.CCN(C(C)C)C(C)C.